From a dataset of Full USPTO retrosynthesis dataset with 1.9M reactions from patents (1976-2016). Predict the reactants needed to synthesize the given product. (1) The reactants are: C(OC1C=CC=CC=1[N+]([O-])=O)([O:3][CH2:4][C:5]1[CH:10]=[CH:9][CH:8]=[CH:7][CH:6]=1)=O.C1CN([P+](ON2N=N[C:40]3[CH:41]=[CH:42][CH:43]=[CH:44][C:39]2=3)(N2CCCC2)N2CCCC2)CC1.F[P-](F)(F)(F)(F)F.[C:54]([O:58][C:59]([NH:61][CH:62]1[CH2:65][C:64]([OH:69])([C:66]([OH:68])=[O:67])C1)=[O:60])(C)(C)C.CCN(C(C)C)C(C)C. Given the product [C:4]([O:69][C@@H:64]([CH2:65][CH2:62][NH:61][C:59]([O:58][CH2:54][C:39]1[CH:40]=[CH:41][CH:42]=[CH:43][CH:44]=1)=[O:60])[C:66]([OH:68])=[O:67])(=[O:3])[C:5]1[CH:10]=[CH:9][CH:8]=[CH:7][CH:6]=1, predict the reactants needed to synthesize it. (2) Given the product [NH2:69][CH2:68][C@@H:67]1[CH2:66][C:65]2[C:60](=[CH:61][CH:62]=[CH:63][CH:64]=2)[CH2:59][N:58]1[C:56]([C:38]1[CH:39]=[C:40]([NH:45][C:46](=[O:55])[CH2:47][S:48][C:49]2[CH:50]=[CH:51][CH:52]=[CH:53][CH:54]=2)[C:41]([O:43][CH3:44])=[CH:42][C:37]=1[N:30]1[C:31]2[C:36](=[CH:35][CH:34]=[CH:33][CH:32]=2)[C:28]([C:26]([N:25]([C:22]2[CH:21]=[CH:20][C:19]([OH:18])=[CH:24][CH:23]=2)[C:77]2[CH:78]=[CH:79][CH:80]=[CH:81][CH:82]=2)=[O:27])=[CH:29]1)=[O:57], predict the reactants needed to synthesize it. The reactants are: FC(F)(F)C(O)=O.C1(SCC([O:18][C:19]2[CH:24]=[CH:23][C:22]([N:25]([C:77]3[CH:82]=[CH:81][CH:80]=[CH:79][CH:78]=3)[C:26]([C:28]3[C:36]4[C:31](=[CH:32][CH:33]=[CH:34][CH:35]=4)[N:30]([C:37]4[CH:42]=[C:41]([O:43][CH3:44])[C:40]([NH:45][C:46](=[O:55])[CH2:47][S:48][C:49]5[CH:54]=[CH:53][CH:52]=[CH:51][CH:50]=5)=[CH:39][C:38]=4[C:56]([N:58]4[C@H:67]([CH2:68][NH:69]C(OC(C)(C)C)=O)[CH2:66][C:65]5[C:60](=[CH:61][CH:62]=[CH:63][CH:64]=5)[CH2:59]4)=[O:57])[CH:29]=3)=[O:27])=[CH:21][CH:20]=2)=O)C=CC=CC=1.[OH-].[Na+].